Dataset: Retrosynthesis with 50K atom-mapped reactions and 10 reaction types from USPTO. Task: Predict the reactants needed to synthesize the given product. Given the product Cc1cccc(C)c1-c1ccc(-c2ccnc(Nc3cccc(C(C)O)c3)n2)s1, predict the reactants needed to synthesize it. The reactants are: CC(O)c1cccc(Nc2nccc(-c3ccc(Br)s3)n2)c1.Cc1cccc(C)c1B(O)O.